Dataset: Forward reaction prediction with 1.9M reactions from USPTO patents (1976-2016). Task: Predict the product of the given reaction. Given the reactants [Cl:1][C:2]1[C:9]([F:10])=[CH:8][C:5]([CH:6]=[O:7])=[C:4]([N+:11]([O-])=O)[CH:3]=1.Cl.O, predict the reaction product. The product is: [NH2:11][C:4]1[CH:3]=[C:2]([Cl:1])[C:9]([F:10])=[CH:8][C:5]=1[CH:6]=[O:7].